Predict hERG channel inhibition at various concentrations. From a dataset of hERG Central: cardiac toxicity at 1µM, 10µM, and general inhibition. (1) The drug is O=C(CC1OC(=O)c2ccccc21)Nc1cc(S(=O)(=O)N2CCOCC2)ccc1OCC(F)(F)F. Results: hERG_inhib (hERG inhibition (general)): blocker. (2) The compound is CN(C)C1(CNCC(O)COc2ccc(C(=O)c3ccccc3)cc2)CCCCC1.O=C(O)C(=O)O. Results: hERG_inhib (hERG inhibition (general)): blocker.